Dataset: NCI-60 drug combinations with 297,098 pairs across 59 cell lines. Task: Regression. Given two drug SMILES strings and cell line genomic features, predict the synergy score measuring deviation from expected non-interaction effect. (1) Drug 1: COC1=C(C=C2C(=C1)N=CN=C2NC3=CC(=C(C=C3)F)Cl)OCCCN4CCOCC4. Drug 2: CC1=C(N=C(N=C1N)C(CC(=O)N)NCC(C(=O)N)N)C(=O)NC(C(C2=CN=CN2)OC3C(C(C(C(O3)CO)O)O)OC4C(C(C(C(O4)CO)O)OC(=O)N)O)C(=O)NC(C)C(C(C)C(=O)NC(C(C)O)C(=O)NCCC5=NC(=CS5)C6=NC(=CS6)C(=O)NCCC[S+](C)C)O. Cell line: RPMI-8226. Synergy scores: CSS=21.1, Synergy_ZIP=-2.96, Synergy_Bliss=2.51, Synergy_Loewe=-0.928, Synergy_HSA=-1.59. (2) Drug 1: CC1=C2C(C(=O)C3(C(CC4C(C3C(C(C2(C)C)(CC1OC(=O)C(C(C5=CC=CC=C5)NC(=O)C6=CC=CC=C6)O)O)OC(=O)C7=CC=CC=C7)(CO4)OC(=O)C)O)C)OC(=O)C. Drug 2: C1=NNC2=C1C(=O)NC=N2. Cell line: LOX IMVI. Synergy scores: CSS=13.2, Synergy_ZIP=-2.28, Synergy_Bliss=-3.99, Synergy_Loewe=-38.6, Synergy_HSA=-5.01.